Dataset: Full USPTO retrosynthesis dataset with 1.9M reactions from patents (1976-2016). Task: Predict the reactants needed to synthesize the given product. (1) Given the product [CH:1]1([C:4]2[CH:5]=[C:6]([C@@H:16]([CH2:20][C@H:21]3[CH2:25][CH2:24][C:23](=[O:26])[CH2:22]3)[C:17]([NH:48][C:45]3[CH:44]=[N:43][C:42]([CH2:41][OH:40])=[CH:47][N:46]=3)=[O:19])[CH:7]=[CH:8][C:9]=2[S:10]([CH:13]2[CH2:14][CH2:15]2)(=[O:12])=[O:11])[CH2:3][CH2:2]1, predict the reactants needed to synthesize it. The reactants are: [CH:1]1([C:4]2[CH:5]=[C:6]([C@@H:16]([CH2:20][C@H:21]3[CH2:25][CH2:24][C:23](=[O:26])[CH2:22]3)[C:17]([OH:19])=O)[CH:7]=[CH:8][C:9]=2[S:10]([CH:13]2[CH2:15][CH2:14]2)(=[O:12])=[O:11])[CH2:3][CH2:2]1.C(Cl)(=O)C(Cl)=O.[Si]([O:40][CH2:41][C:42]1[N:43]=[CH:44][C:45]([NH2:48])=[N:46][CH:47]=1)(C(C)(C)C)(C)C.Cl. (2) Given the product [Br:23][C:24]1[CH:29]=[CH:28][C:27]([CH:30]([C:34]2[C:35]([C:49]3[CH:54]=[CH:53][CH:52]=[CH:51][N:50]=3)=[N:36][N:37]([CH2:47][CH3:48])[C:38]=2[NH:39][C:40](=[O:46])[O:41][C:42]([CH3:45])([CH3:43])[CH3:44])[CH2:31][CH:32]=[O:33])=[CH:26][CH:25]=1, predict the reactants needed to synthesize it. The reactants are: CC(OI1(OC(C)=O)(OC(C)=O)OC(=O)C2C=CC=CC1=2)=O.[Br:23][C:24]1[CH:29]=[CH:28][C:27]([CH:30]([C:34]2[C:35]([C:49]3[CH:54]=[CH:53][CH:52]=[CH:51][N:50]=3)=[N:36][N:37]([CH2:47][CH3:48])[C:38]=2[NH:39][C:40](=[O:46])[O:41][C:42]([CH3:45])([CH3:44])[CH3:43])[CH2:31][CH2:32][OH:33])=[CH:26][CH:25]=1.C([O-])(O)=O.[Na+].S([O-])([O-])(=O)=S.[Na+].[Na+]. (3) Given the product [O:32]=[C:31]1[CH2:5][CH2:6][N:7]([C:8]([O:10][CH2:11][C:12]2[CH:17]=[CH:16][CH:15]=[CH:14][CH:13]=2)=[O:9])[CH2:1][CH2:2][CH:20]1[C:21]([O:23][CH2:24][CH3:25])=[O:22], predict the reactants needed to synthesize it. The reactants are: [CH2:1]1[N:7]([C:8]([O:10][CH2:11][C:12]2[CH:17]=[CH:16][CH:15]=[CH:14][CH:13]=2)=[O:9])[CH2:6][CH2:5][N+](=O)[CH2:2]1.[N+](=[CH:20][C:21]([O:23][CH2:24][CH3:25])=[O:22])=[N-].B(F)(F)F.C[CH2:31][O:32]CC.C([O-])([O-])=O.[K+].[K+]. (4) Given the product [NH2:8][C:9]1([CH3:21])[CH2:14][CH2:13][N:12]([C:15]2[N:16]=[CH:17][CH:18]=[CH:19][N:20]=2)[CH2:11][CH2:10]1, predict the reactants needed to synthesize it. The reactants are: C(OC([NH:8][C:9]1([CH3:21])[CH2:14][CH2:13][N:12]([C:15]2[N:20]=[CH:19][CH:18]=[CH:17][N:16]=2)[CH2:11][CH2:10]1)=O)(C)(C)C.ClC1N=CC=CN=1.FC(F)(F)C(O)=O. (5) Given the product [OH:17][C:8]1[CH:10]=[CH:11][CH:12]=[CH:13][C:7]=1[C:6]([OH:15])=[O:14], predict the reactants needed to synthesize it. The reactants are: S(=O)(=O)(O)O.[C:6]([OH:15])(=[O:14])[C:7]1[C:8](=[CH:10][CH:11]=[CH:12][CH:13]=1)N.N([O-])=[O:17].[Na+]. (6) The reactants are: Cl.[N:2]1[CH:7]=[CH:6][CH:5]=[CH:4][C:3]=1[CH2:8][O:9][C:10]1[CH:18]=[CH:17][C:13]([C:14](O)=[O:15])=[CH:12][CH:11]=1.O=S(Cl)[Cl:21]. Given the product [N:2]1[CH:7]=[CH:6][CH:5]=[CH:4][C:3]=1[CH2:8][O:9][C:10]1[CH:18]=[CH:17][C:13]([C:14]([Cl:21])=[O:15])=[CH:12][CH:11]=1, predict the reactants needed to synthesize it. (7) Given the product [CH3:1][C:2]1[O:6][N:5]=[C:4]([C:7]2[CH:8]=[CH:9][CH:10]=[CH:11][CH:12]=2)[C:3]=1[CH2:13][O:14][C:15]1[CH:23]=[CH:22][C:18]([C:19]([NH:28][CH:26]([CH3:27])[C:25]([F:30])([F:29])[F:24])=[O:21])=[CH:17][N:16]=1, predict the reactants needed to synthesize it. The reactants are: [CH3:1][C:2]1[O:6][N:5]=[C:4]([C:7]2[CH:12]=[CH:11][CH:10]=[CH:9][CH:8]=2)[C:3]=1[CH2:13][O:14][C:15]1[CH:23]=[CH:22][C:18]([C:19]([OH:21])=O)=[CH:17][N:16]=1.[F:24][C:25]([F:30])([F:29])[CH:26]([NH2:28])[CH3:27]. (8) Given the product [F:1][C:2]1[C:3]([N+:22]([O-:24])=[O:23])=[C:4]2[C:9]3=[C:10]([O:13][CH2:14][C:15]([CH3:17])([CH3:16])[N:8]3[CH:7]=[C:6]([C:18]([OH:20])=[O:19])[C:5]2=[O:21])[C:11]=1[F:12], predict the reactants needed to synthesize it. The reactants are: [F:1][C:2]1[CH:3]=[C:4]2[C:9]3=[C:10]([O:13][CH2:14][C:15]([CH3:17])([CH3:16])[N:8]3[CH:7]=[C:6]([C:18]([OH:20])=[O:19])[C:5]2=[O:21])[C:11]=1[F:12].[N+:22]([O-])([O-:24])=[O:23].[K+]. (9) Given the product [C:1]([O:5][C:6](=[O:36])[NH:7][C:8]1([C:12]2[CH:13]=[CH:14][C:15]([C:18]3[C:19]([C:30]4[CH:31]=[CH:32][CH:33]=[CH:34][CH:35]=4)=[CH:20][C:21]4[N:26]5[CH:37]=[N:28][N:27]=[C:25]5[CH2:24][O:23][C:22]=4[N:29]=3)=[CH:16][CH:17]=2)[CH2:11][CH2:10][CH2:9]1)([CH3:4])([CH3:2])[CH3:3], predict the reactants needed to synthesize it. The reactants are: [C:1]([O:5][C:6](=[O:36])[NH:7][C:8]1([C:12]2[CH:17]=[CH:16][C:15]([C:18]3[C:19]([C:30]4[CH:35]=[CH:34][CH:33]=[CH:32][CH:31]=4)=[CH:20][C:21]4[NH:26][C:25](=[N:27][NH2:28])[CH2:24][O:23][C:22]=4[N:29]=3)=[CH:14][CH:13]=2)[CH2:11][CH2:10][CH2:9]1)([CH3:4])([CH3:3])[CH3:2].[CH:37](OCC)(OCC)OCC. (10) The reactants are: [F:1][C:2]1[CH:3]=[C:4]2[C:9](=[CH:10][CH:11]=1)[N:8]=[C:7]([N:12]1[CH2:17][CH2:16][N:15](C=O)[CH2:14][CH2:13]1)[CH:6]=[CH:5]2.S(=O)(=O)(O)O. Given the product [F:1][C:2]1[CH:3]=[C:4]2[C:9](=[CH:10][CH:11]=1)[N:8]=[C:7]([N:12]1[CH2:13][CH2:14][NH:15][CH2:16][CH2:17]1)[CH:6]=[CH:5]2, predict the reactants needed to synthesize it.